Dataset: Forward reaction prediction with 1.9M reactions from USPTO patents (1976-2016). Task: Predict the product of the given reaction. (1) Given the reactants [NH2:1][C:2]1[N:3]=[C:4](Cl)[C:5]2[CH:10]=[CH:9][N:8]([C@@H:11]3[O:18][C@H:17]([CH2:19][OH:20])[C@@H:15]([OH:16])[C@H:12]3[O:13][CH3:14])[C:6]=2[N:7]=1.Cl.[OH-:23].[Na+].O, predict the reaction product. The product is: [NH2:1][C:2]1[NH:3][C:4](=[O:23])[C:5]2[CH:10]=[CH:9][N:8]([C@@H:11]3[O:18][C@H:17]([CH2:19][OH:20])[C@@H:15]([OH:16])[C@H:12]3[O:13][CH3:14])[C:6]=2[N:7]=1. (2) Given the reactants [N:1]1[C:10]2[C:5](=[CH:6][CH:7]=[CH:8][CH:9]=2)[CH:4]=[CH:3][C:2]=1/[CH:11]=[CH:12]/[C:13]([O:15]C)=[O:14].O.[OH-].[Na+], predict the reaction product. The product is: [N:1]1[C:10]2[C:5](=[CH:6][CH:7]=[CH:8][CH:9]=2)[CH:4]=[CH:3][C:2]=1/[CH:11]=[CH:12]/[C:13]([OH:15])=[O:14]. (3) The product is: [CH3:1][O:2][C:3](=[O:4])[CH:5]=[CH:35][CH:34]([CH3:37])[CH2:33][O:32][CH2:25][C:26]1[CH:31]=[CH:30][CH:29]=[CH:28][CH:27]=1. Given the reactants [CH3:1][O:2][C:3]([CH:5]=P(C1C=CC=CC=1)(C1C=CC=CC=1)C1C=CC=CC=1)=[O:4].[CH2:25]([O:32][CH2:33][CH:34]([CH3:37])[CH:35]=O)[C:26]1[CH:31]=[CH:30][CH:29]=[CH:28][CH:27]=1, predict the reaction product. (4) Given the reactants Br[C:2]1[C:7]([N+:8]([O-:10])=[O:9])=[CH:6][CH:5]=[C:4]([Br:11])[N:3]=1.[CH2:12]([O:14][C:15](=[O:23])[CH2:16]N1CCNCC1)[CH3:13].C([N:26]([CH2:29][CH3:30])[CH2:27][CH3:28])C.[CH2:31](O)C, predict the reaction product. The product is: [CH2:12]([O:14][C:15](=[O:23])[CH2:16][CH:31]1[CH2:28][CH2:27][N:26]([C:2]2[C:7]([N+:8]([O-:10])=[O:9])=[CH:6][CH:5]=[C:4]([Br:11])[N:3]=2)[CH2:29][CH2:30]1)[CH3:13]. (5) Given the reactants [CH:1]([C:4]1[N:8]([C:9]2[N:17]=[C:16]3[C:12]([N:13]=[C:14]([CH:19]=O)[N:15]3[CH3:18])=[C:11]([N:21]3[CH2:26][CH2:25][O:24][CH2:23][CH2:22]3)[N:10]=2)[C:7]2[CH:27]=[CH:28][CH:29]=[CH:30][C:6]=2[N:5]=1)([CH3:3])[CH3:2].[NH:31]1[CH2:34][CH:33]([N:35]2[CH2:40][CH2:39][CH:38]([OH:41])[CH2:37][CH2:36]2)[CH2:32]1.C(O[BH-](OC(=O)C)OC(=O)C)(=O)C.[Na+], predict the reaction product. The product is: [CH:1]([C:4]1[N:8]([C:9]2[N:17]=[C:16]3[C:12]([N:13]=[C:14]([CH2:19][N:31]4[CH2:34][CH:33]([N:35]5[CH2:40][CH2:39][CH:38]([OH:41])[CH2:37][CH2:36]5)[CH2:32]4)[N:15]3[CH3:18])=[C:11]([N:21]3[CH2:22][CH2:23][O:24][CH2:25][CH2:26]3)[N:10]=2)[C:7]2[CH:27]=[CH:28][CH:29]=[CH:30][C:6]=2[N:5]=1)([CH3:2])[CH3:3].